Task: Predict the reactants needed to synthesize the given product.. Dataset: Full USPTO retrosynthesis dataset with 1.9M reactions from patents (1976-2016) Given the product [Br:1][C:2]1[CH:3]=[CH:4][C:5]([C:8]([N:16]([CH2:17][C:18]2[CH:19]=[CH:20][C:21]([C:22]([O:24][CH3:25])=[O:23])=[CH:26][CH:27]=2)[CH2:15][CH:12]2[CH2:13][CH2:14]2)=[O:10])=[N:6][CH:7]=1, predict the reactants needed to synthesize it. The reactants are: [Br:1][C:2]1[CH:3]=[CH:4][C:5]([C:8]([OH:10])=O)=[N:6][CH:7]=1.Cl.[CH:12]1([CH2:15][NH:16][CH2:17][C:18]2[CH:27]=[CH:26][C:21]([C:22]([O:24][CH3:25])=[O:23])=[CH:20][CH:19]=2)[CH2:14][CH2:13]1.CN(C(ON1N=NC2C=CC=NC1=2)=[N+](C)C)C.F[P-](F)(F)(F)(F)F.CCN(C(C)C)C(C)C.